Dataset: Forward reaction prediction with 1.9M reactions from USPTO patents (1976-2016). Task: Predict the product of the given reaction. The product is: [CH3:15][C:13]([NH:12][C@H:3]1[C@@H:2]([O:1][P:66]([O:65][P:62]([O:61][CH2:60][C@H:58]2[O:59][C@@H:55]([N:49]3[C:50](=[O:51])[NH:52][C:53](=[O:54])[CH:47]=[CH:48]3)[C@H:56]([OH:75])[C@@H:57]2[OH:74])([OH:64])=[O:63])([OH:68])=[O:67])[O:9][C@H:8]([CH2:10][OH:11])[C@H:6]([OH:7])[C@@H:4]1[OH:5])=[O:14]. Given the reactants [OH:1][CH:2]1[O:9][C@H:8]([CH2:10][OH:11])[C@H:6]([OH:7])[C@H:4]([OH:5])[C@H:3]1[NH:12][C:13]([CH3:15])=[O:14].P(OC[C@H]1O[C@@H](N2C3N=CN=C(N)C=3N=C2)[C@H](O)[C@@H]1O)(OP(OP(O)(O)=O)(O)=O)(=O)O.[CH:47]1[C:53](=[O:54])[NH:52][C:50](=[O:51])[N:49]([C@@H:55]2[O:59][C@H:58]([CH2:60][O:61][P:62]([O:65][P:66](OP(O)(O)=O)([OH:68])=[O:67])([OH:64])=[O:63])[C@@H:57]([OH:74])[C@H:56]2[OH:75])[CH:48]=1.C(O)C(N)(CO)CO.Cl.[Mg+2].[Cl-].[Cl-], predict the reaction product.